This data is from Forward reaction prediction with 1.9M reactions from USPTO patents (1976-2016). The task is: Predict the product of the given reaction. (1) Given the reactants [H-].[Na+].[CH3:3][O:4][CH2:5][CH2:6][OH:7].[CH2:8]([O:10][C:11](=[O:31])[N:12]([C:20]1[CH:25]=[C:24](Cl)[N:23]=[C:22]([NH2:27])[C:21]=1[N+:28]([O-:30])=[O:29])[CH2:13][C:14]1[CH:19]=[CH:18][CH:17]=[CH:16][CH:15]=1)[CH3:9], predict the reaction product. The product is: [CH2:8]([O:10][C:11](=[O:31])[N:12]([C:20]1[CH:25]=[C:24]([O:7][CH2:6][CH2:5][O:4][CH3:3])[N:23]=[C:22]([NH2:27])[C:21]=1[N+:28]([O-:30])=[O:29])[CH2:13][C:14]1[CH:19]=[CH:18][CH:17]=[CH:16][CH:15]=1)[CH3:9]. (2) Given the reactants [CH:1]1([NH2:4])[CH2:3][CH2:2]1.Cl[C:6]1[C:11]([CH3:12])=[C:10]([C:13]2[CH:18]=[CH:17][CH:16]=[C:15]([Cl:19])[C:14]=2[Cl:20])[N:9]=[C:8]([NH2:21])[N:7]=1, predict the reaction product. The product is: [CH:1]1([NH:4][C:6]2[C:11]([CH3:12])=[C:10]([C:13]3[CH:18]=[CH:17][CH:16]=[C:15]([Cl:19])[C:14]=3[Cl:20])[N:9]=[C:8]([NH2:21])[N:7]=2)[CH2:3][CH2:2]1. (3) Given the reactants [O:1]=[C:2]1[N:6]2[CH2:7][CH2:8][N:9](C(OC(C)(C)C)=O)[CH2:10][CH:5]2[CH2:4][N:3]1[C:18]1[CH:19]=[N:20][CH:21]=[CH:22][CH:23]=1.C(OCC)(=O)C.[ClH:30], predict the reaction product. The product is: [ClH:30].[ClH:30].[N:20]1[CH:21]=[CH:22][CH:23]=[C:18]([N:3]2[CH2:4][CH:5]3[CH2:10][NH:9][CH2:8][CH2:7][N:6]3[C:2]2=[O:1])[CH:19]=1.